This data is from Forward reaction prediction with 1.9M reactions from USPTO patents (1976-2016). The task is: Predict the product of the given reaction. (1) Given the reactants Br[C:2]1[N:7]=[C:6]([NH:8][C:9](=[O:14])[C:10]([CH3:13])([CH3:12])[CH3:11])[CH:5]=[CH:4][CH:3]=1.[CH:15]([Mg]Cl)([CH3:17])[CH3:16], predict the reaction product. The product is: [CH:15]([C:2]1[N:7]=[C:6]([NH:8][C:9](=[O:14])[C:10]([CH3:13])([CH3:12])[CH3:11])[CH:5]=[CH:4][CH:3]=1)([CH3:17])[CH3:16]. (2) Given the reactants C[O:2][C:3](=[O:43])[CH2:4][CH2:5][NH:6][C:7](=[O:42])[CH2:8][C:9]1[CH:10]=[C:11]([CH:17]=[CH:18][C:19]=1[O:20][CH2:21][CH2:22][CH2:23][C:24]1[CH:29]=[CH:28][C:27]([O:30][CH2:31][CH2:32][CH2:33][CH2:34][O:35][C:36]2[CH:41]=[CH:40][CH:39]=[CH:38][CH:37]=2)=[CH:26][CH:25]=1)[C:12]([O:14]CC)=[O:13].[OH-].[K+].Cl, predict the reaction product. The product is: [C:3]([CH2:4][CH2:5][NH:6][C:7](=[O:42])[CH2:8][C:9]1[CH:10]=[C:11]([CH:17]=[CH:18][C:19]=1[O:20][CH2:21][CH2:22][CH2:23][C:24]1[CH:25]=[CH:26][C:27]([O:30][CH2:31][CH2:32][CH2:33][CH2:34][O:35][C:36]2[CH:41]=[CH:40][CH:39]=[CH:38][CH:37]=2)=[CH:28][CH:29]=1)[C:12]([OH:14])=[O:13])([OH:43])=[O:2]. (3) Given the reactants C([O:8][C:9]1[CH:14]=[C:13]([Cl:15])[CH:12]=[CH:11][C:10]=1[C:16]1[N:20]=[C:19]([CH2:21][O:22][C:23]2[C:24]([F:33])=[C:25]([C:29]([F:32])=[CH:30][CH:31]=2)[C:26]([NH2:28])=[O:27])[S:18][N:17]=1)C1C=CC=CC=1.CS(O)(=O)=O.C([O-])(O)=O.[Na+], predict the reaction product. The product is: [Cl:15][C:13]1[CH:12]=[CH:11][C:10]([C:16]2[N:20]=[C:19]([CH2:21][O:22][C:23]3[C:24]([F:33])=[C:25]([C:29]([F:32])=[CH:30][CH:31]=3)[C:26]([NH2:28])=[O:27])[S:18][N:17]=2)=[C:9]([OH:8])[CH:14]=1. (4) Given the reactants [N:1]([CH2:4][CH2:5][O:6][CH2:7][CH2:8][O:9][CH2:10][CH2:11][O:12][CH2:13][CH2:14][NH2:15])=[N+:2]=[N-:3].[CH3:16][C:17]([O:20][C:21](O[C:21]([O:20][C:17]([CH3:19])([CH3:18])[CH3:16])=[O:22])=[O:22])([CH3:19])[CH3:18], predict the reaction product. The product is: [N:1]([CH2:4][CH2:5][O:6][CH2:7][CH2:8][O:9][CH2:10][CH2:11][O:12][CH2:13][CH2:14][NH:15][C:21](=[O:22])[O:20][C:17]([CH3:19])([CH3:18])[CH3:16])=[N+:2]=[N-:3]. (5) Given the reactants [CH2:1]([O:8][C:9]1[CH:10]=[CH:11][C:12]([OH:39])=[C:13]([C:15]2(O)[C:23]3[C:18](=[CH:19][CH:20]=[CH:21][CH:22]=3)[N:17]([CH:24]([C:31]3[CH:36]=[CH:35][CH:34]=[CH:33][CH:32]=3)[C:25]3[CH:30]=[CH:29][CH:28]=[CH:27][CH:26]=3)[C:16]2=[O:37])[CH:14]=1)[C:2]1[CH:7]=[CH:6][CH:5]=[CH:4][CH:3]=1.ClC1C=CC=C2C=1C(O)(C1C(O)=CC3OCCC=3C=1)C(=O)N2C(C1C=CC=CC=1)C1C=CC=CC=1, predict the reaction product. The product is: [CH2:1]([O:8][C:9]1[CH:10]=[CH:11][C:12]([OH:39])=[C:13]([CH:15]2[C:23]3[C:18](=[CH:19][CH:20]=[CH:21][CH:22]=3)[N:17]([CH:24]([C:25]3[CH:26]=[CH:27][CH:28]=[CH:29][CH:30]=3)[C:31]3[CH:32]=[CH:33][CH:34]=[CH:35][CH:36]=3)[C:16]2=[O:37])[CH:14]=1)[C:2]1[CH:3]=[CH:4][CH:5]=[CH:6][CH:7]=1. (6) Given the reactants [C:1]([O:5][C:6](=[O:13])[NH:7][CH2:8][CH2:9][CH2:10][CH2:11]Br)([CH3:4])([CH3:3])[CH3:2].[CH2:14]([O:16][C:17](=[O:30])[CH2:18][CH:19]1[CH2:28][CH2:27][C:26]2[C:21](=[CH:22][CH:23]=[C:24]([OH:29])[CH:25]=2)[CH2:20]1)[CH3:15], predict the reaction product. The product is: [CH2:14]([O:16][C:17](=[O:30])[CH2:18][CH:19]1[CH2:28][CH2:27][C:26]2[C:21](=[CH:22][CH:23]=[C:24]([O:29][CH2:11][CH2:10][CH2:9][CH2:8][NH:7][C:6]([O:5][C:1]([CH3:4])([CH3:3])[CH3:2])=[O:13])[CH:25]=2)[CH2:20]1)[CH3:15]. (7) Given the reactants [CH3:1][O:2][C:3]1[CH:4]=[C:5]([C:21]([O:23]CC)=[O:22])[S:6][C:7]=1[N:8]([CH2:13][CH2:14][N:15]1[CH2:20][CH2:19][O:18][CH2:17][CH2:16]1)[S:9]([CH3:12])(=[O:11])=[O:10].[ClH:26], predict the reaction product. The product is: [ClH:26].[CH3:1][O:2][C:3]1[CH:4]=[C:5]([C:21]([OH:23])=[O:22])[S:6][C:7]=1[N:8]([CH2:13][CH2:14][N:15]1[CH2:16][CH2:17][O:18][CH2:19][CH2:20]1)[S:9]([CH3:12])(=[O:10])=[O:11].